The task is: Predict the reaction yield, written as a fraction of the theoretical maximum amount of product (1.0 means a 100% yield; for example, 0.34 means a 34% yield).. This data is from Reaction yield outcomes from USPTO patents with 853,638 reactions. (1) The reactants are [OH-].[K+].[CH3:3][N:4]([CH2:6][CH2:7][C@@H:8]([O:14][C:15]1[C:24]2[C:19](=[CH:20][CH:21]=[CH:22][CH:23]=2)[CH:18]=[CH:17][CH:16]=1)[C:9]1[S:10][CH:11]=[CH:12][CH:13]=1)[CH3:5]. The catalyst is CS(C)=O. The product is [CH3:3][N:4]([CH2:6][CH2:7][CH:8]([O:14][C:15]1[C:24]2[C:19](=[CH:20][CH:21]=[CH:22][CH:23]=2)[CH:18]=[CH:17][CH:16]=1)[C:9]1[S:10][CH:11]=[CH:12][CH:13]=1)[CH3:5]. The yield is 0.840. (2) The reactants are [Br:1][C:2]1[CH:7]=[CH:6][C:5]([C:8]2([CH2:23][OH:24])[C:16]3[C:11](=[CH:12][CH:13]=[CH:14][CH:15]=3)[N:10]([CH2:17][CH2:18][CH2:19][CH2:20][CH3:21])[C:9]2=[O:22])=[C:4](O)[CH:3]=1.ClC1C=CC(Cl)=C2C=1C(C1C(O)=CC3OCOC=3C=1)(CO)C(=O)N2CCCCC. No catalyst specified. The product is [Br:1][C:2]1[CH:3]=[CH:4][C:5]2[C:8]3([CH2:23][O:24][C:6]=2[CH:7]=1)[C:16]1[C:11](=[CH:12][CH:13]=[CH:14][CH:15]=1)[N:10]([CH2:17][CH2:18][CH2:19][CH2:20][CH3:21])[C:9]3=[O:22]. The yield is 0.820. (3) The catalyst is O1CCCC1. The reactants are [F:1][C:2]1[CH:7]=[C:6]([C:8]([F:11])([F:10])[F:9])[CH:5]=[CH:4][C:3]=1[C:12]1[N:17]=[CH:16][N:15]=[C:14]([NH:18][C:19]2[CH:24]=[CH:23][C:22]([O:25][CH3:26])=[CH:21][CH:20]=2)[C:13]=1[NH2:27].Cl[C:29](Cl)([O:31]C(=O)OC(Cl)(Cl)Cl)Cl.C(N(CC)CC)C. The yield is 0.580. The product is [F:1][C:2]1[CH:7]=[C:6]([C:8]([F:9])([F:10])[F:11])[CH:5]=[CH:4][C:3]=1[C:12]1[N:17]=[CH:16][N:15]=[C:14]2[C:13]=1[NH:27][C:29](=[O:31])[N:18]2[C:19]1[CH:24]=[CH:23][C:22]([O:25][CH3:26])=[CH:21][CH:20]=1. (4) The reactants are [Si:1]([O:8][CH2:9][C:10]1[N:11]=[C:12]([N:20]2[CH2:25][CH2:24][O:23][CH2:22][CH2:21]2)[S:13][C:14]=1[C:15](OCC)=[O:16])([C:4]([CH3:7])([CH3:6])[CH3:5])([CH3:3])[CH3:2].CO.[BH4-].[Li+]. The catalyst is O1CCCC1. The product is [Si:1]([O:8][CH2:9][C:10]1[N:11]=[C:12]([N:20]2[CH2:21][CH2:22][O:23][CH2:24][CH2:25]2)[S:13][C:14]=1[CH2:15][OH:16])([C:4]([CH3:5])([CH3:6])[CH3:7])([CH3:2])[CH3:3]. The yield is 0.830. (5) The yield is 0.590. No catalyst specified. The reactants are [F:1][C:2]1[CH:3]=[C:4]([C:9]2[N:10]=[C:11]([CH2:14][C:15]#[N:16])[S:12][CH:13]=2)[CH:5]=[C:6]([F:8])[CH:7]=1.Br[CH2:18][CH2:19][O:20][CH2:21][CH2:22]Br. The product is [F:8][C:6]1[CH:5]=[C:4]([C:9]2[N:10]=[C:11]([C:14]3([C:15]#[N:16])[CH2:22][CH2:21][O:20][CH2:19][CH2:18]3)[S:12][CH:13]=2)[CH:3]=[C:2]([F:1])[CH:7]=1.